This data is from Forward reaction prediction with 1.9M reactions from USPTO patents (1976-2016). The task is: Predict the product of the given reaction. (1) Given the reactants Br[C:2]1[CH:3]=[C:4]([CH2:9][CH2:10][C:11]([O:13][CH3:14])=[O:12])[CH:5]=[CH:6][C:7]=1[OH:8].C([O-])([O-])=O.[Cs+].[Cs+].[CH2:21](B(CC)CC)[CH3:22], predict the reaction product. The product is: [CH2:21]([C:2]1[CH:3]=[C:4]([CH2:9][CH2:10][C:11]([O:13][CH3:14])=[O:12])[CH:5]=[CH:6][C:7]=1[OH:8])[CH3:22]. (2) Given the reactants O[C:2]([CH3:29])([CH3:28])[CH2:3][N:4]1[CH2:9][CH2:8][CH:7]([CH2:10][O:11][C:12]2[CH:17]=[CH:16][C:15]([C:18]3[N:19]=[CH:20][C:21]([C:24]([O:26][CH3:27])=[O:25])=[N:22][CH:23]=3)=[CH:14][CH:13]=2)[CH2:6][CH2:5]1.CCN(S(F)(F)[F:36])CC.O, predict the reaction product. The product is: [F:36][C:2]([CH3:29])([CH3:28])[CH2:3][N:4]1[CH2:9][CH2:8][CH:7]([CH2:10][O:11][C:12]2[CH:17]=[CH:16][C:15]([C:18]3[N:19]=[CH:20][C:21]([C:24]([O:26][CH3:27])=[O:25])=[N:22][CH:23]=3)=[CH:14][CH:13]=2)[CH2:6][CH2:5]1.